This data is from Full USPTO retrosynthesis dataset with 1.9M reactions from patents (1976-2016). The task is: Predict the reactants needed to synthesize the given product. (1) Given the product [CH:17]1([N:22]2[CH2:23][CH2:24][N:25]([C:28]3[N:33]=[C:32]4[NH:34][C:35]([C:37]([N:12]5[CH2:7][CH2:8][CH2:9][CH2:10][CH2:11]5)=[O:38])=[CH:36][C:31]4=[CH:30][CH:29]=3)[CH2:26][CH2:27]2)[CH2:18][CH2:19][CH2:20][CH2:21]1, predict the reactants needed to synthesize it. The reactants are: N1([C:7]2[N:12]=[C:11]3NC=C[C:10]3=[CH:9][CH:8]=2)CCNCC1.Cl.[CH:17]1([N:22]2[CH2:27][CH2:26][N:25]([C:28]3[N:33]=[C:32]4[NH:34][C:35]([C:37](O)=[O:38])=[CH:36][C:31]4=[CH:30][CH:29]=3)[CH2:24][CH2:23]2)[CH2:21][CH2:20][CH2:19][CH2:18]1. (2) Given the product [OH:15][C:7]1[N:6]=[C:5]([C:3]([OH:2])=[O:4])[CH:10]=[C:9]([C:11]([OH:13])=[O:12])[N:8]=1, predict the reactants needed to synthesize it. The reactants are: C[O:2][C:3]([C:5]1[CH:10]=[C:9]([C:11]([OH:13])=[O:12])[N:8]=[C:7](Cl)[N:6]=1)=[O:4].[OH-:15].[Na+].Cl. (3) Given the product [C:1]([O:5][C:6](=[O:20])[NH:7][C:8]1[CH:13]=[C:12]([CH3:14])[C:11]([C:15]([F:18])([F:17])[F:16])=[CH:10][C:9]=1[NH:19][C:26](=[O:25])[CH2:27][C:28]([C:30]1[CH:35]=[CH:34][N:33]=[C:32]([C:36]#[N:37])[CH:31]=1)=[O:29])([CH3:4])([CH3:2])[CH3:3], predict the reactants needed to synthesize it. The reactants are: [C:1]([O:5][C:6](=[O:20])[NH:7][C:8]1[CH:13]=[C:12]([CH3:14])[C:11]([C:15]([F:18])([F:17])[F:16])=[CH:10][C:9]=1[NH2:19])([CH3:4])([CH3:3])[CH3:2].C([O:25][C:26](=O)[CH2:27][C:28]([C:30]1[CH:35]=[CH:34][N:33]=[C:32]([C:36]#[N:37])[CH:31]=1)=[O:29])(C)(C)C. (4) Given the product [CH2:21]([O:23][C:24](=[O:28])[CH2:25][CH2:26][NH:27][S:9]([C:5]1[CH:6]=[CH:7][CH:8]=[C:3]([O:2][CH3:1])[CH:4]=1)(=[O:11])=[O:10])[CH3:22], predict the reactants needed to synthesize it. The reactants are: [CH3:1][O:2][C:3]1[CH:4]=[C:5]([S:9](Cl)(=[O:11])=[O:10])[CH:6]=[CH:7][CH:8]=1.C(N(CC)CC)C.Cl.[CH2:21]([O:23][C:24](=[O:28])[CH2:25][CH2:26][NH2:27])[CH3:22]. (5) Given the product [Br:11][C:12]1[CH:17]=[C:16]([O:4][CH:2]([CH3:3])[CH3:1])[C:15]([N+:19]([O-:21])=[O:20])=[CH:14][C:13]=1[Cl:22], predict the reactants needed to synthesize it. The reactants are: [CH3:1][C:2](C)([O-:4])[CH3:3].[K+].CC(O)C.[Br:11][C:12]1[CH:17]=[C:16](F)[C:15]([N+:19]([O-:21])=[O:20])=[CH:14][C:13]=1[Cl:22].O. (6) Given the product [CH3:15][O:16][C:17]1[CH:22]=[CH:21][C:20]([CH3:23])=[CH:19][C:18]=1[C:2]1[C:3]([C:4]([O:6][CH3:7])=[O:5])=[CH:8][C:9]([N+:12]([O-:14])=[O:13])=[CH:10][CH:11]=1, predict the reactants needed to synthesize it. The reactants are: Br[C:2]1[CH:11]=[CH:10][C:9]([N+:12]([O-:14])=[O:13])=[CH:8][C:3]=1[C:4]([O:6][CH3:7])=[O:5].[CH3:15][O:16][C:17]1[CH:22]=[CH:21][C:20]([CH3:23])=[CH:19][C:18]=1B(O)O. (7) Given the product [Br:1][C:2]1[N:3]=[CH:4][C:5]2[N:6]([C:8]([C:22]3[CH:23]=[CH:24][C:19]([Cl:18])=[CH:20][CH:21]=3)=[CH:9][N:10]=2)[CH:7]=1, predict the reactants needed to synthesize it. The reactants are: [Br:1][C:2]1[N:3]=[CH:4][C:5]2[N:6]([C:8](I)=[CH:9][N:10]=2)[CH:7]=1.C([O-])([O-])=O.[Na+].[Na+].[Cl:18][C:19]1[CH:24]=[CH:23][C:22](B(O)O)=[CH:21][CH:20]=1. (8) Given the product [F:37][C:28]1[C:27]([F:26])=[CH:32][CH:31]=[C:30]([N+:33]([O-:35])=[O:34])[C:29]=1[CH:18]([C:19](=[O:20])[CH3:21])[C:17]([O:23][CH2:24][CH3:25])=[O:22], predict the reactants needed to synthesize it. The reactants are: CCC([O-])(C)C.[Na+].C1(C)C=C(C)C=C(C)C=1.[C:17]([O:23][CH2:24][CH3:25])(=[O:22])[CH2:18][C:19]([CH3:21])=[O:20].[F:26][C:27]1[CH:32]=[CH:31][C:30]([N+:33]([O-:35])=[O:34])=[C:29](F)[C:28]=1[F:37]. (9) The reactants are: Br[C:2]1[CH:3]=[C:4]2[C:9]([NH:10][C@H:11]3[C@@H:15]([O:16][CH3:17])[CH2:14][N:13]([C:18]([C:20]4([C:23]#[N:24])[CH2:22][CH2:21]4)=[O:19])[CH2:12]3)=[C:8]([C:25]([NH2:27])=[O:26])[CH:7]=[N:6][N:5]2[CH:28]=1.[CH3:29][O:30][C:31]1[CH:36]=[CH:35][C:34](B(O)O)=[CH:33][CH:32]=1.P([O-])([O-])([O-])=O.[K+].[K+].[K+]. Given the product [C:23]([C:20]1([C:18]([N:13]2[CH2:14][C@H:15]([O:16][CH3:17])[C@H:11]([NH:10][C:9]3[C:4]4[N:5]([CH:28]=[C:2]([C:34]5[CH:35]=[CH:36][C:31]([O:30][CH3:29])=[CH:32][CH:33]=5)[CH:3]=4)[N:6]=[CH:7][C:8]=3[C:25]([NH2:27])=[O:26])[CH2:12]2)=[O:19])[CH2:22][CH2:21]1)#[N:24], predict the reactants needed to synthesize it.